Predict the product of the given reaction. From a dataset of Forward reaction prediction with 1.9M reactions from USPTO patents (1976-2016). (1) Given the reactants [F:1][C:2]1[CH:7]=[C:6]([N+:8]([O-:10])=[O:9])[C:5](F)=[CH:4][C:3]=1[F:12].[CH3:13][CH2:14][N:15](C(C)C)C(C)C.[Si](OCCN)(C(C)(C)C)(C)C, predict the reaction product. The product is: [CH2:14]([NH:15][C:5]1[CH:4]=[C:3]([F:12])[C:2]([F:1])=[CH:7][C:6]=1[N+:8]([O-:10])=[O:9])[CH3:13]. (2) Given the reactants [C:1]([C:9]1[CH:34]=[C:33]([Br:35])[CH:32]=[CH:31][C:10]=1[C:11]([N:13]([CH2:25][CH:26]([OH:30])[CH2:27][CH2:28][CH3:29])[CH2:14][C:15]1[CH:20]=[CH:19][C:18]([S:21]([CH3:24])(=[O:23])=[O:22])=[CH:17][CH:16]=1)=[O:12])(=[O:8])[C:2]1[CH:7]=[CH:6][CH:5]=[CH:4][CH:3]=1.C(N(CC)CC)C.O.Cl, predict the reaction product. The product is: [C:1]([C:9]1[CH:34]=[C:33]([Br:35])[CH:32]=[CH:31][C:10]=1[C:11]([N:13]([CH2:14][C:15]1[CH:16]=[CH:17][C:18]([S:21]([CH3:24])(=[O:22])=[O:23])=[CH:19][CH:20]=1)[CH2:25][C:26](=[O:30])[CH2:27][CH2:28][CH3:29])=[O:12])(=[O:8])[C:2]1[CH:7]=[CH:6][CH:5]=[CH:4][CH:3]=1. (3) Given the reactants [Cl-].[CH3:2][O:3][CH2:4][P+](C1C=CC=CC=1)(C1C=CC=CC=1)C1C=CC=CC=1.C[Si]([N-][Si](C)(C)C)(C)C.[Na+].[CH2:34]([O:41][C:42]1[CH:43]=[CH:44][C:45]([Br:50])=[C:46]([CH:49]=1)[CH:47]=O)[C:35]1[CH:40]=[CH:39][CH:38]=[CH:37][CH:36]=1.Cl.C1C[O:55][CH2:54]C1, predict the reaction product. The product is: [CH2:34]([O:41][C:42]1[CH:43]=[CH:44][C:45]([Br:50])=[C:46]([CH:49]=1)[CH2:47][CH:2]1[O:3][CH2:4][CH2:54][O:55]1)[C:35]1[CH:40]=[CH:39][CH:38]=[CH:37][CH:36]=1. (4) The product is: [S:1]1[C:5]2[CH:6]=[C:7]([CH2:10][OH:11])[CH:8]=[CH:9][C:4]=2[N:3]=[CH:2]1. Given the reactants [S:1]1[C:5]2[CH:6]=[C:7]([C:10](OCC)=[O:11])[CH:8]=[CH:9][C:4]=2[N:3]=[CH:2]1.[H-].C([Al+]CC(C)C)C(C)C.C(OCC)(=O)C.C(=O)(O)[O-].[Na+], predict the reaction product.